From a dataset of Full USPTO retrosynthesis dataset with 1.9M reactions from patents (1976-2016). Predict the reactants needed to synthesize the given product. (1) The reactants are: N1C=CC=CC=1.FC(F)(F)S(OS(C(F)(F)F)(=O)=O)(=O)=O.[C:22]([O:26][C:27]([N:29]1[CH2:34][CH2:33][C:32](O)([C:35]#[C:36][C:37]([O:39][CH3:40])=[O:38])[CH2:31][CH2:30]1)=[O:28])([CH3:25])([CH3:24])[CH3:23].C(=O)([O-])O.[Na+]. Given the product [C:22]([O:26][C:27]([N:29]1[CH2:30][CH:31]=[C:32]([C:35]#[C:36][C:37]([O:39][CH3:40])=[O:38])[CH2:33][CH2:34]1)=[O:28])([CH3:25])([CH3:24])[CH3:23], predict the reactants needed to synthesize it. (2) Given the product [CH3:1][O:2][C:3](=[O:29])[CH:4]([N:12]1[CH2:13][C:14]([O:21][C:22]2[CH:27]=[CH:26][CH:25]=[CH:24][C:23]=2[Cl:28])=[CH:15][C:16]1=[O:17])[CH2:5][CH:6]([CH3:11])[C:7]([F:10])([F:9])[F:8], predict the reactants needed to synthesize it. The reactants are: [CH3:1][O:2][C:3](=[O:29])[CH:4]([NH:12][CH2:13][C:14]([O:21][C:22]1[CH:27]=[CH:26][CH:25]=[CH:24][C:23]=1[Cl:28])=[CH:15][C:16](OCC)=[O:17])[CH2:5][CH:6]([CH3:11])[C:7]([F:10])([F:9])[F:8].